From a dataset of Catalyst prediction with 721,799 reactions and 888 catalyst types from USPTO. Predict which catalyst facilitates the given reaction. (1) Reactant: [CH3:1][O:2][C:3](=[O:15])[C:4]1[CH:9]=[CH:8][N:7]=[C:6]([CH2:10][NH:11][CH:12]=O)[C:5]=1[Cl:14].P(Cl)(Cl)(Cl)=O. Product: [CH3:1][O:2][C:3]([C:4]1[CH:9]=[CH:8][N:7]2[CH:12]=[N:11][CH:10]=[C:6]2[C:5]=1[Cl:14])=[O:15]. The catalyst class is: 11. (2) Reactant: Cl.Cl.[NH2:3][C@@:4]([C@@H:15]1[CH2:19][CH2:18][NH:17][CH2:16]1)([CH2:8][CH2:9][CH2:10][CH2:11][B:12]([OH:14])[OH:13])[C:5]([OH:7])=[O:6].C(N(CC)CC)C.[CH3:27][N:28](C)[CH:29]=[O:30].[N-]=C=O.[Cl:35][C:36]1[CH:41]=[CH:40]C=[CH:38][CH:37]=1. Product: [NH2:3][C:4]([C@H:15]1[CH2:19][CH2:18][N:17]([C:29](=[O:30])[NH:28][C:27]2[CH:40]=[CH:41][C:36]([Cl:35])=[CH:37][CH:38]=2)[CH2:16]1)([CH2:8][CH2:9][CH2:10][CH2:11][B:12]([OH:14])[OH:13])[C:5]([OH:7])=[O:6]. The catalyst class is: 33. (3) Reactant: [OH:1][C:2]1[C:11]2[C:6](=[CH:7][CH:8]=[CH:9][CH:10]=2)[C@@:5]([CH3:17])([CH2:12][CH2:13][CH:14]([CH3:16])[CH3:15])[C:4](=[O:18])[C:3]=1[C:19](OCC)=O.[NH2:24][C:25]1[CH:30]=[CH:29][C:28]([NH:31][C:32](=[O:38])[O:33][C:34]([CH3:37])([CH3:36])[CH3:35])=[CH:27][C:26]=1[S:39]([NH2:42])(=[O:41])=[O:40].C(N(CC)CC)C. Product: [OH:1][C:2]1[C:11]2[C:6](=[CH:7][CH:8]=[CH:9][CH:10]=2)[C@@:5]([CH3:17])([CH2:12][CH2:13][CH:14]([CH3:15])[CH3:16])[C:4](=[O:18])[C:3]=1[C:19]1[NH:24][C:25]2[CH:30]=[CH:29][C:28]([NH:31][C:32](=[O:38])[O:33][C:34]([CH3:36])([CH3:37])[CH3:35])=[CH:27][C:26]=2[S:39](=[O:40])(=[O:41])[N:42]=1. The catalyst class is: 11. (4) The catalyst class is: 716. Product: [Cl:1][C:2]1[CH:7]=[C:6]([Cl:8])[N:5]=[C:4]([CH:12]2[CH2:13][C:10](=[O:9])[CH2:11]2)[N:3]=1. Reactant: [Cl:1][C:2]1[CH:7]=[C:6]([Cl:8])[N:5]=[CH:4][N:3]=1.[O:9]=[C:10]1[CH2:13][CH:12](C(O)=O)[CH2:11]1.C(#N)C.O.[OH-].N. (5) Reactant: C([O:4][C:5]1[CH:14]=[C:13]2[C:8]([CH:9]([C:27]3[CH:28]=[N:29][C:30]4[C:35]([CH:36]=3)=[CH:34][CH:33]=[CH:32][CH:31]=4)[C:10]([C:22]([O:24][CH2:25][CH3:26])=[O:23])=[C:11]([N:15](C(=O)C)[C:16](=[O:18])[CH3:17])[O:12]2)=[CH:7][CH:6]=1)(=O)C.O.NN. Product: [C:16]([NH:15][C:11]1[O:12][C:13]2[C:8]([CH:9]([C:27]3[CH:28]=[N:29][C:30]4[C:35]([CH:36]=3)=[CH:34][CH:33]=[CH:32][CH:31]=4)[C:10]=1[C:22]([O:24][CH2:25][CH3:26])=[O:23])=[CH:7][CH:6]=[C:5]([OH:4])[CH:14]=2)(=[O:18])[CH3:17]. The catalyst class is: 8. (6) Reactant: Cl[C:2]1[N:10]=[CH:9][N:8]=[C:7]2[C:3]=1[N:4]=[CH:5][N:6]2[CH:11]1[CH2:16][CH2:15][CH2:14][CH2:13][O:12]1.ClC1N=CN=C2C=1NC=N2.Cl.[OH:28][C:29]1[C:36]([OH:37])=[CH:35][CH:34]=[CH:33][C:30]=1[CH2:31][NH2:32].C(N(CC)CC)C. Product: [OH:28][C:29]1[C:36]([OH:37])=[CH:35][CH:34]=[CH:33][C:30]=1[CH2:31][NH:32][C:2]1[N:10]=[CH:9][N:8]=[C:7]2[C:3]=1[N:4]=[CH:5][N:6]2[CH:11]1[CH2:16][CH2:15][CH2:14][CH2:13][O:12]1. The catalyst class is: 259.